From a dataset of Aqueous solubility values for 9,982 compounds from the AqSolDB database. Regression/Classification. Given a drug SMILES string, predict its absorption, distribution, metabolism, or excretion properties. Task type varies by dataset: regression for continuous measurements (e.g., permeability, clearance, half-life) or binary classification for categorical outcomes (e.g., BBB penetration, CYP inhibition). For this dataset (solubility_aqsoldb), we predict Y. (1) The drug is CCCCCCCCC1(CC)C(=O)NC(=O)NC1=O. The Y is -3.94 log mol/L. (2) The molecule is Cn1c(=O)c2nc3c(=O)n(C)c(=O)n(C)c3nc2n(C)c1=O. The Y is -3.31 log mol/L. (3) The drug is Oc1c(Cl)cc(Cl)cc1Cl. The Y is -2.39 log mol/L.